Regression. Given a peptide amino acid sequence and an MHC pseudo amino acid sequence, predict their binding affinity value. This is MHC class I binding data. From a dataset of Peptide-MHC class I binding affinity with 185,985 pairs from IEDB/IMGT. (1) The peptide sequence is NYADRRWCFD. The MHC is HLA-A32:01 with pseudo-sequence HLA-A32:01. The binding affinity (normalized) is 0. (2) The peptide sequence is VVMSQYGVV. The MHC is H-2-Db with pseudo-sequence H-2-Db. The binding affinity (normalized) is 0.00610. (3) The peptide sequence is ATYGWNLVK. The MHC is HLA-B15:42 with pseudo-sequence HLA-B15:42. The binding affinity (normalized) is 0.213. (4) The peptide sequence is AETGSQGVY. The MHC is HLA-B44:02 with pseudo-sequence HLA-B44:02. The binding affinity (normalized) is 0.482. (5) The peptide sequence is RHDITGFIL. The MHC is HLA-B15:01 with pseudo-sequence HLA-B15:01. The binding affinity (normalized) is 0.0847. (6) The peptide sequence is VSRLEHQMW. The MHC is HLA-B57:01 with pseudo-sequence HLA-B57:01. The binding affinity (normalized) is 0.583. (7) The peptide sequence is RVRQLDESI. The MHC is HLA-B35:01 with pseudo-sequence HLA-B35:01. The binding affinity (normalized) is 0.0847.